This data is from Forward reaction prediction with 1.9M reactions from USPTO patents (1976-2016). The task is: Predict the product of the given reaction. Given the reactants [C:1]([N:8]1[C:16]2[C:11](=[CH:12][C:13]([B:17]3[O:25]C(C)(C)C(C)(C)[O:18]3)=[CH:14][CH:15]=2)[CH:10]=[CH:9]1)([O:3][C:4]([CH3:7])([CH3:6])[CH3:5])=[O:2], predict the reaction product. The product is: [C:1]([N:8]1[C:16]2[C:11](=[CH:12][C:13]([B:17]([OH:18])[OH:25])=[CH:14][CH:15]=2)[CH:10]=[CH:9]1)([O:3][C:4]([CH3:7])([CH3:6])[CH3:5])=[O:2].